This data is from Experimentally validated miRNA-target interactions with 360,000+ pairs, plus equal number of negative samples. The task is: Binary Classification. Given a miRNA mature sequence and a target amino acid sequence, predict their likelihood of interaction. (1) Result: 0 (no interaction). The miRNA is dme-let-7-5p with sequence UGAGGUAGUAGGUUGUAUAGU. The protein sequence of the target gene is MLGLNHTSMSEFILVGFSAFPHLQLMLFLLFLLMYLFTLLGNLLIMATVWSERSLHTPMYLFLCVLSVSEILYTVAIIPRMLADLLSTQRSIAFLACASQMFFSFSFGFTHSFLLTVMGYDRYVAICHPLRYNVLMSPRGCACLVGCSWAGGSVMGMVVTSAIFQLTFCGSHEIQHFLCHVPPLLKLACGNNVPAVALGVGLVCIMALLGCFLLILLSYAFIVADILKIPSAEGRNKAFSTCASHLIVVIVHYGFASVIYLKPKGPHSQEGDTLMATTYAVLTPFLSPIIFSLRNKELKV.... (2) The miRNA is hsa-miR-4689 with sequence UUGAGGAGACAUGGUGGGGGCC. The protein sequence of the target gene is MSRSSPRALPPGALPRPLPAAPAAVQRALLPPWPRRAGRRWPASPLGMKVFRRKALVLCAGYALLLVLTMLNLLDYKWHKEPLQQCNPDGPLGAAVGAAGAGWGRPGSPPAAPPRAHSRMDPRTPYRPPAAGVGAVPAAAAGSAGAAASLGNATRGTRGGGDKRQLVYVFTTWRSGSSFFGELFNQNPEVFFLYEPVWHVWQKLYPGDAVSLQGAARDMLSALYRCDLSVFQLYSPAGSGGRNLTTLGIFGAATNKVVCSSPLCPAYRKEVVGLVDDRVCKKCPPQRLARFEEECRKYRT.... Result: 0 (no interaction). (3) The miRNA is mmu-miR-216a-5p with sequence UAAUCUCAGCUGGCAACUGUGA. The protein sequence of the target gene is MTMFENVTRALARQLNPRGDLTPLDSLIDFKRFHPFCLVLRKRKSTLFWGARYVRTDYTLLDVLEPGSSPSDPTDTGNFGFKNMLDTRVEGDVDVPKTVKVKGTAGLSQNSTLEVQTLSVAPKALETVQERKLAADHPFLKEMQDQGENLYVVMEVVETVQEVTLERAGKAEACFSLPFFAPLGLQGSINHKEAVTIPKGCVLAFRVRQLMVKGKDEWDIPHICNDNMQTFPPGEKSGEEKVILIQASDVGDVHEGFRTLKEEVQRETQQVEKLSRVGQSSLLSSLSKLLGKKKELQDLE.... Result: 0 (no interaction).